This data is from Catalyst prediction with 721,799 reactions and 888 catalyst types from USPTO. The task is: Predict which catalyst facilitates the given reaction. (1) Reactant: [C:1](=[O:33])([O:7][C:8]1[CH:13]=[CH:12][C:11]([C:14]2[CH:19]=[C:18]([O:20][CH3:21])[CH:17]=[CH:16][C:15]=2[F:22])=[C:10]([C:23]#[C:24][C:25]([CH3:32])([O:27][Si](C)(C)C)[CH3:26])[CH:9]=1)[O:2][C:3]([CH3:6])([CH3:5])[CH3:4].[F-].C([N+](CCCC)(CCCC)CCCC)CCC. Product: [C:1](=[O:33])([O:7][C:8]1[CH:13]=[CH:12][C:11]([C:14]2[CH:19]=[C:18]([O:20][CH3:21])[CH:17]=[CH:16][C:15]=2[F:22])=[C:10]([C:23]#[C:24][C:25]([OH:27])([CH3:32])[CH3:26])[CH:9]=1)[O:2][C:3]([CH3:6])([CH3:5])[CH3:4]. The catalyst class is: 56. (2) Reactant: [C:1]12([CH:11]([OH:24])[CH2:12][NH:13][C:14]3[C:15]4[CH2:23][CH2:22][NH:21][CH2:20][C:16]=4[N:17]=[CH:18][N:19]=3)[CH2:10][CH:5]3[CH2:6][CH:7]([CH2:9][CH:3]([CH2:4]3)[CH2:2]1)[CH2:8]2.[O:25]1[C:30]2[CH:31]=[CH:32][CH:33]=[CH:34][C:29]=2[O:28][CH2:27][C@H:26]1[C:35](O)=[O:36].Cl.CN(C)CCCN=C=NCC.O.ON1C2C=CC=CC=2N=N1.C(N(CC)C(C)C)(C)C. Product: [C:1]12([CH:11]([OH:24])[CH2:12][NH:13][C:14]3[C:15]4[CH2:23][CH2:22][N:21]([C:35]([C@H:26]5[O:25][C:30]6[CH:31]=[CH:32][CH:33]=[CH:34][C:29]=6[O:28][CH2:27]5)=[O:36])[CH2:20][C:16]=4[N:17]=[CH:18][N:19]=3)[CH2:2][CH:3]3[CH2:4][CH:5]([CH2:6][CH:7]([CH2:9]3)[CH2:8]1)[CH2:10]2. The catalyst class is: 2. (3) Reactant: [CH2:1]([C:5]1[CH:28]=[CH:27][C:8]([O:9][C:10]2[CH:15]=[CH:14][C:13]([CH2:16][CH2:17][C:18]([NH:23]C(=O)C)([CH2:21][OH:22])[CH2:19][OH:20])=[CH:12][CH:11]=2)=[CH:7][CH:6]=1)[CH2:2][CH2:3][CH3:4].[OH-].[Na+]. Product: [NH2:23][C:18]([CH2:17][CH2:16][C:13]1[CH:14]=[CH:15][C:10]([O:9][C:8]2[CH:27]=[CH:28][C:5]([CH2:1][CH2:2][CH2:3][CH3:4])=[CH:6][CH:7]=2)=[CH:11][CH:12]=1)([CH2:21][OH:22])[CH2:19][OH:20]. The catalyst class is: 5.